This data is from NCI-60 drug combinations with 297,098 pairs across 59 cell lines. The task is: Regression. Given two drug SMILES strings and cell line genomic features, predict the synergy score measuring deviation from expected non-interaction effect. (1) Drug 1: CC12CCC(CC1=CCC3C2CCC4(C3CC=C4C5=CN=CC=C5)C)O. Drug 2: C#CCC(CC1=CN=C2C(=N1)C(=NC(=N2)N)N)C3=CC=C(C=C3)C(=O)NC(CCC(=O)O)C(=O)O. Cell line: SF-268. Synergy scores: CSS=3.15, Synergy_ZIP=-0.598, Synergy_Bliss=2.33, Synergy_Loewe=-0.0736, Synergy_HSA=0.122. (2) Drug 1: CCCCCOC(=O)NC1=NC(=O)N(C=C1F)C2C(C(C(O2)C)O)O. Drug 2: C1=CN(C=N1)CC(O)(P(=O)(O)O)P(=O)(O)O. Cell line: UACC-257. Synergy scores: CSS=3.76, Synergy_ZIP=-0.997, Synergy_Bliss=-1.35, Synergy_Loewe=-0.411, Synergy_HSA=-0.300. (3) Drug 1: C1=CC(=CC=C1CCC2=CNC3=C2C(=O)NC(=N3)N)C(=O)NC(CCC(=O)O)C(=O)O. Drug 2: CC1C(C(CC(O1)OC2CC(CC3=C2C(=C4C(=C3O)C(=O)C5=C(C4=O)C(=CC=C5)OC)O)(C(=O)CO)O)N)O.Cl. Cell line: NCI-H226. Synergy scores: CSS=45.4, Synergy_ZIP=-2.77, Synergy_Bliss=-3.28, Synergy_Loewe=-18.0, Synergy_HSA=2.68. (4) Drug 1: CC1=C(C=C(C=C1)NC2=NC=CC(=N2)N(C)C3=CC4=NN(C(=C4C=C3)C)C)S(=O)(=O)N.Cl. Drug 2: CCCS(=O)(=O)NC1=C(C(=C(C=C1)F)C(=O)C2=CNC3=C2C=C(C=N3)C4=CC=C(C=C4)Cl)F. Cell line: NCI-H226. Synergy scores: CSS=21.4, Synergy_ZIP=-1.61, Synergy_Bliss=5.80, Synergy_Loewe=3.18, Synergy_HSA=3.77.